From a dataset of Reaction yield outcomes from USPTO patents with 853,638 reactions. Predict the reaction yield, written as a fraction of the theoretical maximum amount of product (1.0 means a 100% yield; for example, 0.34 means a 34% yield). The reactants are ClN1C(=O)CCC1=O.[CH2:9]([C:11]1[CH:19]=[C:14]2[CH:15]=[CH:16][CH:17]=[CH:18][N:13]2[N:12]=1)[CH3:10].[I-:20].[Na+]. The catalyst is C(OCC)(=O)C.O. The product is [CH2:9]([C:11]1[C:19]([I:20])=[C:14]2[CH:15]=[CH:16][CH:17]=[CH:18][N:13]2[N:12]=1)[CH3:10]. The yield is 0.989.